Task: Predict the reaction yield, written as a fraction of the theoretical maximum amount of product (1.0 means a 100% yield; for example, 0.34 means a 34% yield).. Dataset: Reaction yield outcomes from USPTO patents with 853,638 reactions (1) The reactants are [CH:1]1([N:7]2[C:12]([OH:13])=[C:11]([C:14]([NH:16][CH2:17][C:18]([O:20]CC)=[O:19])=[O:15])[C:10](=[O:23])[NH:9][C:8]2=[O:24])[CH2:6][CH2:5][CH2:4][CH2:3][CH2:2]1.C(=O)([O-])[O-].[K+].[K+].[Br:31][C:32]1[CH:37]=[C:36]([C:38]([CH3:41])([CH3:40])[CH3:39])[CH:35]=[CH:34][C:33]=1[CH2:42]Br.Cl. The catalyst is CN(C)C=O. The product is [Br:31][C:32]1[CH:37]=[C:36]([C:38]([CH3:40])([CH3:39])[CH3:41])[CH:35]=[CH:34][C:33]=1[CH2:42][N:9]1[C:10](=[O:23])[C:11]([C:14]([NH:16][CH2:17][C:18]([OH:20])=[O:19])=[O:15])=[C:12]([OH:13])[N:7]([CH:1]2[CH2:6][CH2:5][CH2:4][CH2:3][CH2:2]2)[C:8]1=[O:24]. The yield is 0.0750. (2) The reactants are C1(C)C=CC(S([O-])(=O)=O)=CC=1.[C:12]([C:15]1([C:21]2[CH:26]=[CH:25][CH:24]=[CH:23][CH:22]=2)[CH2:20][CH2:19][NH2+:18][CH2:17][CH2:16]1)([OH:14])=[O:13].[CH:27]1[C:39]2[CH:38]([CH2:40][O:41][C:42](=O)[O:43]N3C(=O)CCC3=O)[C:37]3[C:32](=[CH:33][CH:34]=[CH:35][CH:36]=3)[C:31]=2[CH:30]=[CH:29][CH:28]=1. The catalyst is [OH-].[Na+].O1CCOCC1.Cl.C(OCC)(=O)C. The product is [CH:27]1[C:39]2[CH:38]([CH2:40][O:41][C:42]([N:18]3[CH2:17][CH2:16][C:15]([C:21]4[CH:26]=[CH:25][CH:24]=[CH:23][CH:22]=4)([C:12]([OH:14])=[O:13])[CH2:20][CH2:19]3)=[O:43])[C:37]3[C:32](=[CH:33][CH:34]=[CH:35][CH:36]=3)[C:31]=2[CH:30]=[CH:29][CH:28]=1. The yield is 0.560. (3) The reactants are [OH-].[K+].[Br:3][C:4]1[CH:9]=[CH:8][C:7]([CH2:10][C:11]([CH:14]([C:20]([O:22]CC)=[O:21])[C:15]([O:17]CC)=[O:16])([CH3:13])[CH3:12])=[CH:6][CH:5]=1.C(O)C.O. The catalyst is O. The product is [Br:3][C:4]1[CH:9]=[CH:8][C:7]([CH2:10][C:11]([CH:14]([C:15]([OH:17])=[O:16])[C:20]([OH:22])=[O:21])([CH3:13])[CH3:12])=[CH:6][CH:5]=1. The yield is 0.930. (4) The reactants are [CH:1](=[O:8])[C:2]1[CH:7]=[CH:6][CH:5]=[CH:4][CH:3]=1.[CH3:9][C:10](=[CH2:14])[CH2:11][Mg]Cl.[NH4+].[Cl-]. The catalyst is C1COCC1. The product is [CH3:9][CH:10]([CH3:14])[CH:11]=[C:1]([C:2]1[CH:7]=[CH:6][CH:5]=[CH:4][CH:3]=1)[OH:8]. The yield is 0.890. (5) The reactants are [CH3:13][C:12]([O:11][C:9](O[C:9]([O:11][C:12]([CH3:15])([CH3:14])[CH3:13])=[O:10])=[O:10])([CH3:15])[CH3:14].[N:16]1([CH2:22][C:23]([O:25][CH2:26][CH3:27])=[O:24])[CH2:21][CH2:20][NH:19][CH2:18][CH2:17]1. The catalyst is C(Cl)Cl. The product is [C:9]([N:19]1[CH2:18][CH2:17][N:16]([CH2:22][C:23]([O:25][CH2:26][CH3:27])=[O:24])[CH2:21][CH2:20]1)([O:11][C:12]([CH3:13])([CH3:14])[CH3:15])=[O:10]. The yield is 1.00. (6) The product is [OH:1][C:2]([C:8]1[CH:9]=[C:10]2[C:33](=[CH:34][CH:35]=1)[C:14]1=[N:15][O:16][C:17]([C:18]3[C:22]([C:23]([F:24])([F:26])[F:25])=[C:21]([C:27]4[CH:28]=[CH:29][CH:30]=[CH:31][CH:32]=4)[O:20][N:19]=3)=[C:13]1[CH2:12][CH2:11]2)([CH3:7])[C:3]([OH:5])=[O:4]. The yield is 0.990. The catalyst is Cl.O1CCOCC1. The reactants are [OH:1][C:2]([C:8]1[CH:9]=[C:10]2[C:33](=[CH:34][CH:35]=1)[C:14]1=[N:15][O:16][C:17]([C:18]3[C:22]([C:23]([F:26])([F:25])[F:24])=[C:21]([C:27]4[CH:32]=[CH:31][CH:30]=[CH:29][CH:28]=4)[O:20][N:19]=3)=[C:13]1[CH2:12][CH2:11]2)([CH3:7])[C:3]([O:5]C)=[O:4]. (7) The reactants are [I:1][C:2]1[CH:3]=[C:4]([CH:6]=[CH:7][CH:8]=1)[NH2:5].C(N(CC)C(C)C)(C)C.Br[CH2:19][CH2:20][CH2:21][CH2:22][CH2:23]Br.C(=O)(O)[O-].[Na+]. The catalyst is C1(C)C=CC=CC=1. The product is [I:1][C:2]1[CH:3]=[C:4]([N:5]2[CH2:23][CH2:22][CH2:21][CH2:20][CH2:19]2)[CH:6]=[CH:7][CH:8]=1. The yield is 0.430. (8) The reactants are C(NC(C)C)(C)C.CCCCCC.C([Li])CCC.[F:19][C:20]1[CH:25]=[CH:24][CH:23]=[CH:22][N:21]=1.[F:26][C:27]1([F:51])[CH:31]([O:32][S:33]([C:36]2[CH:41]=[CH:40][C:39]([CH3:42])=[CH:38][CH:37]=2)(=[O:35])=[O:34])[CH2:30][N:29](C(OC(C)(C)C)=O)[C:28]1=O. The catalyst is O1CCCC1.O. The product is [CH3:42][C:39]1[CH:38]=[CH:37][C:36]([S:33]([O:32][CH:31]2[C:27]([F:51])([F:26])[C:28]([C:25]3[C:20]([F:19])=[N:21][CH:22]=[CH:23][CH:24]=3)=[N:29][CH2:30]2)(=[O:35])=[O:34])=[CH:41][CH:40]=1. The yield is 0.510. (9) The reactants are [N:1]1([C:5](=O)[CH2:6][O:7][C:8]2[CH:13]=[CH:12][C:11]([N+:14]([O-:16])=[O:15])=[CH:10][C:9]=2[O:17][CH3:18])[CH2:4][CH2:3][CH2:2]1.B. The catalyst is C1COCC1. The product is [CH3:18][O:17][C:9]1[CH:10]=[C:11]([N+:14]([O-:16])=[O:15])[CH:12]=[CH:13][C:8]=1[O:7][CH2:6][CH2:5][N:1]1[CH2:4][CH2:3][CH2:2]1. The yield is 0.380.